Task: Predict the reactants needed to synthesize the given product.. Dataset: Full USPTO retrosynthesis dataset with 1.9M reactions from patents (1976-2016) (1) Given the product [C:1]([O:4][CH2:5][C:6]1[C:11]([N:12]2[CH2:24][CH2:23][N:15]3[C:16]4[CH2:17][CH2:18][CH2:19][CH2:20][C:21]=4[CH:22]=[C:14]3[C:13]2=[O:25])=[CH:10][C:9]([F:26])=[CH:8][C:7]=1[C:42]1[CH:43]=[C:44]([NH:50][C:51]2[CH:62]=[C:54]3[CH2:55][N:56]([CH:59]4[CH2:61][CH2:60]4)[CH2:57][CH2:58][N:53]3[N:52]=2)[C:45](=[O:49])[N:46]([CH3:48])[CH:47]=1)(=[O:3])[CH3:2], predict the reactants needed to synthesize it. The reactants are: [C:1]([O:4][CH2:5][C:6]1[C:11]([N:12]2[CH2:24][CH2:23][N:15]3[C:16]4[CH2:17][CH2:18][CH2:19][CH2:20][C:21]=4[CH:22]=[C:14]3[C:13]2=[O:25])=[CH:10][C:9]([F:26])=[CH:8][C:7]=1N1CCN2C3CCCCC=3C=C2C1=O)(=[O:3])[CH3:2].Br[C:42]1[CH:43]=[C:44]([NH:50][C:51]2[CH:62]=[C:54]3[CH2:55][N:56]([CH:59]4[CH2:61][CH2:60]4)[CH2:57][CH2:58][N:53]3[N:52]=2)[C:45](=[O:49])[N:46]([CH3:48])[CH:47]=1.[O-]P([O-])([O-])=O.[K+].[K+].[K+].CC([O-])=O.[Na+]. (2) Given the product [C:25]([O:24][C:22](=[O:23])[NH:21][CH2:20][C:3]1[N:4]=[C:5]2[C:10]([C:11]([F:14])([F:13])[F:12])=[CH:9][C:8]([C:15]3[CH:19]=[CH:18][O:17][CH:16]=3)=[CH:7][N:6]2[CH:2]=1)([CH3:28])([CH3:27])[CH3:26].[C:33]([O:32][C:30](=[O:31])[NH:21][CH2:20][C:3]1[N:4]=[C:5]2[C:10]([C:11]([F:13])([F:12])[F:14])=[CH:9][C:8]([C:15]3[CH:19]=[CH:18][O:17][CH:16]=3)=[CH:7][N:6]2[C:2]=1[Cl:1])([CH3:34])([CH3:35])[CH3:36], predict the reactants needed to synthesize it. The reactants are: [Cl:1][C:2]1[N:6]2[CH:7]=[C:8]([C:15]3[CH:19]=[CH:18][O:17][CH:16]=3)[CH:9]=[C:10]([C:11]([F:14])([F:13])[F:12])[C:5]2=[N:4][C:3]=1[C:20]#[N:21].[C:22](O[C:30]([O:32][C:33]([CH3:36])([CH3:35])[CH3:34])=[O:31])([O:24][C:25]([CH3:28])([CH3:27])[CH3:26])=[O:23].[BH4-].[Na+]. (3) Given the product [C:12]([N:1]1[CH2:6][CH2:5][NH:4][CH2:3][CH2:2]1)([O:11][C:8]([CH3:10])([CH3:9])[CH3:7])=[O:13], predict the reactants needed to synthesize it. The reactants are: [NH:1]1[CH2:6][CH2:5][NH:4][CH2:3][CH2:2]1.[CH3:7][C:8]([O:11][C:12](O[C:12]([O:11][C:8]([CH3:10])([CH3:9])[CH3:7])=[O:13])=[O:13])([CH3:10])[CH3:9]. (4) The reactants are: [Cl:1][C:2]1[CH:7]=[C:6]([Cl:8])[CH:5]=[CH:4][C:3]=1[C:9]1[NH:10][C:11](=O)[C:12]2[N:13]([N:15]=[CH:16][N:17]=2)[CH:14]=1.C(=O)(O)[O-].[Na+].P(Cl)(Cl)([Cl:26])=O. Given the product [Cl:26][C:11]1[C:12]2[N:13]([N:15]=[CH:16][N:17]=2)[CH:14]=[C:9]([C:3]2[CH:4]=[CH:5][C:6]([Cl:8])=[CH:7][C:2]=2[Cl:1])[N:10]=1, predict the reactants needed to synthesize it. (5) Given the product [ClH:31].[CH3:13][NH:12][C:4]1([CH:10]=[CH2:11])[CH2:3][C:2]([CH3:1])([CH3:17])[CH2:7][C:6]([CH3:9])([CH3:8])[CH2:5]1, predict the reactants needed to synthesize it. The reactants are: [CH3:1][C:2]1([CH3:17])[CH2:7][C:6]([CH3:9])([CH3:8])[CH2:5][C:4]([NH:12][C:13](=O)OC)([CH:10]=[CH2:11])[CH2:3]1.[N-]=[N+]=[N-].[Na+].FC(F)(F)C(O)=O.N.C(Cl)(Cl)[Cl:31]. (6) Given the product [F:56][C:53]1[CH:54]=[CH:55][C:50]([O:49][CH2:48][CH2:47][C:45]2[S:44][C:42]3[N:43]=[C:38]([NH2:37])[N:39]=[C:40]([S:57][CH3:2])[C:41]=3[N:46]=2)=[CH:51][CH:52]=1, predict the reactants needed to synthesize it. The reactants are: N[C:2]1N=C(O)C(NC(=O)CCOC2C=CC(F)=CC=2)=C(O)N=1.P12(SP3(SP(SP(S3)(S1)=S)(=S)S2)=S)=S.[NH2:37][C:38]1[N:39]=[C:40]([SH:57])[C:41]2[N:46]=[C:45]([CH2:47][CH2:48][O:49][C:50]3[CH:55]=[CH:54][C:53]([F:56])=[CH:52][CH:51]=3)[S:44][C:42]=2[N:43]=1.C(N(CC)CC)C.IC. (7) Given the product [C:1]([C:3]([C:11]1[S:12][CH:13]=[CH:14][CH:15]=1)([CH:8]([CH3:10])[CH3:9])[CH2:4][CH2:5][CH2:6][N:26]1[CH2:27][CH2:28][CH:23]([NH:22][C:18]2[CH:17]=[N:16][CH:21]=[CH:20][CH:19]=2)[CH2:24][CH2:25]1)#[N:2], predict the reactants needed to synthesize it. The reactants are: [C:1]([C:3]([C:11]1[S:12][CH:13]=[CH:14][CH:15]=1)([CH:8]([CH3:10])[CH3:9])[CH2:4][CH2:5][CH2:6]I)#[N:2].[N:16]1[CH:21]=[CH:20][CH:19]=[C:18]([NH:22][CH:23]2[CH2:28][CH2:27][NH:26][CH2:25][CH2:24]2)[CH:17]=1.